The task is: Predict which catalyst facilitates the given reaction.. This data is from Catalyst prediction with 721,799 reactions and 888 catalyst types from USPTO. (1) Reactant: CC1O[C:25]([C:22]2[CH:23]=[CH:24][CH:19]=[CH:20][CH:21]=2)=NC=1CCOS([C:19]1[CH:24]=[CH:23][C:22]([CH3:25])=[CH:21][CH:20]=1)(=O)=O.[C-:26]#[N:27].[K+]. Product: [CH3:25][CH2:22][CH2:21][CH2:20][CH2:21][CH2:20][CH2:19][CH2:24][CH2:23][CH2:22][CH2:25][C:26]#[N:27]. The catalyst class is: 58. (2) Reactant: Cl.[OH:2][CH:3]1[O:11][C@H:10]([CH2:12][OH:13])[C@@H:8]([OH:9])[C@H:6]([OH:7])[C@H:4]1[NH2:5].N.C(=O)=O. Product: [OH:2][CH:3]1[O:11][C@H:10]([CH2:12][OH:13])[C@@H:8]([OH:9])[C@H:6]([OH:7])[C@H:4]1[NH2:5]. The catalyst class is: 6. (3) Reactant: [C:1](=O)([O-])[O-].[K+].[K+].CB1OB(C)OB(C)O1.[CH3:16][O:17][C:18]1[C:35]([O:36][CH3:37])=[C:34]([O:38][CH3:39])[CH:33]=[C:32]([CH3:40])[C:19]=1[C:20]([C:22]1[C:23]([O:30][CH3:31])=[N:24][CH:25]=[C:26]([Cl:29])[C:27]=1Cl)=[O:21].O. Product: [CH3:16][O:17][C:18]1[C:35]([O:36][CH3:37])=[C:34]([O:38][CH3:39])[CH:33]=[C:32]([CH3:40])[C:19]=1[C:20]([C:22]1[C:23]([O:30][CH3:31])=[N:24][CH:25]=[C:26]([Cl:29])[C:27]=1[CH3:1])=[O:21]. The catalyst class is: 77. (4) Reactant: [F:1][C:2]1[CH:11]=[C:10]2[C:5]([CH2:6][CH2:7][CH:8]([CH2:12][OH:13])[O:9]2)=[CH:4][CH:3]=1.[C:14]1([CH3:24])[CH:19]=[CH:18][C:17]([S:20](Cl)(=[O:22])=[O:21])=[CH:16][CH:15]=1.O. Product: [CH3:24][C:14]1[CH:19]=[CH:18][C:17]([S:20]([O:13][CH2:12][CH:8]2[CH2:7][CH2:6][C:5]3[C:10](=[CH:11][C:2]([F:1])=[CH:3][CH:4]=3)[O:9]2)(=[O:22])=[O:21])=[CH:16][CH:15]=1. The catalyst class is: 79.